Dataset: Peptide-MHC class II binding affinity with 134,281 pairs from IEDB. Task: Regression. Given a peptide amino acid sequence and an MHC pseudo amino acid sequence, predict their binding affinity value. This is MHC class II binding data. (1) The peptide sequence is EKKYEAATQFEPLAA. The MHC is DRB1_0701 with pseudo-sequence DRB1_0701. The binding affinity (normalized) is 0.405. (2) The peptide sequence is REEHYIVLSSELRLS. The MHC is DRB1_0405 with pseudo-sequence DRB1_0405. The binding affinity (normalized) is 0.587. (3) The binding affinity (normalized) is 0.416. The MHC is DRB1_0802 with pseudo-sequence DRB1_0802. The peptide sequence is YDKFLANVSHVLTGK.